This data is from Forward reaction prediction with 1.9M reactions from USPTO patents (1976-2016). The task is: Predict the product of the given reaction. (1) Given the reactants CC1(C)C(C)(C)OB([C:9]2[CH2:10][CH2:11][N:12]([C:15]([O:17][C:18]([CH3:21])([CH3:20])[CH3:19])=[O:16])[CH2:13][CH:14]=2)O1.Br[C:24]1[CH:29]=[CH:28][CH:27]=[CH:26][CH:25]=1.C(=O)([O-])[O-].[Na+].[Na+], predict the reaction product. The product is: [C:24]1([C:9]2[CH2:10][CH2:11][N:12]([C:15]([O:17][C:18]([CH3:19])([CH3:20])[CH3:21])=[O:16])[CH2:13][CH:14]=2)[CH:29]=[CH:28][CH:27]=[CH:26][CH:25]=1. (2) Given the reactants [Cl-].[CH3:2][N+:3]1[CH:7]=[CH:6][N:5]([CH2:8][CH2:9][CH2:10][CH2:11][CH2:12][CH2:13][CH2:14][CH3:15])[CH:4]=1.Cl.CN.Cl.CN(C)C.Cl.CN(C)C(=N)N(C)C.[Cl-].C[N+]1C=CC=CC=1.[Br-:41].C([N+]1C=CC(C)=CC=1)CCC.[Cl-].C([N+]1C=CC(C)=CC=1)CCC, predict the reaction product. The product is: [Br-:41].[CH3:2][N+:3]1[CH:7]=[CH:6][N:5]([CH2:8][CH2:9][CH2:10][CH2:11][CH2:12][CH2:13][CH2:14][CH3:15])[CH:4]=1.